From a dataset of Reaction yield outcomes from USPTO patents with 853,638 reactions. Predict the reaction yield, written as a fraction of the theoretical maximum amount of product (1.0 means a 100% yield; for example, 0.34 means a 34% yield). The reactants are C(C1C=CC(C(NC2C=CC(C3C=C4C(CN([C@@H](C(C)C)C(O)=O)C4=O)=CC=3)=NC=2)=O)=CC=1)(C)(C)C.[CH3:37][CH:38]([CH3:74])[C@H:39]([N:44]1[CH2:52][C:51]2[C:46](=[CH:47][C:48]([C:53]3[N:54]=[N:55][C:56]([NH:59][C:60](=[O:72])[C:61]4[CH:66]=[CH:65][C:64]([O:67][C:68]([F:71])([F:70])[F:69])=[CH:63][CH:62]=4)=[CH:57][CH:58]=3)=[CH:49][CH:50]=2)[C:45]1=[O:73])[C:40]([O:42]C)=[O:41]. No catalyst specified. The product is [CH3:37][CH:38]([CH3:74])[C@H:39]([N:44]1[CH2:52][C:51]2[C:46](=[CH:47][C:48]([C:53]3[N:54]=[N:55][C:56]([NH:59][C:60](=[O:72])[C:61]4[CH:66]=[CH:65][C:64]([O:67][C:68]([F:69])([F:70])[F:71])=[CH:63][CH:62]=4)=[CH:57][CH:58]=3)=[CH:49][CH:50]=2)[C:45]1=[O:73])[C:40]([OH:42])=[O:41]. The yield is 0.760.